From a dataset of Forward reaction prediction with 1.9M reactions from USPTO patents (1976-2016). Predict the product of the given reaction. (1) Given the reactants [Cl:1][C:2]1[CH:7]=[CH:6][CH:5]=[CH:4][C:3]=1[CH:8]1[CH2:13][O:12][C:11]2[CH:14]=[C:15](B3OC(C)(C)C(C)(C)O3)[CH:16]=[CH:17][C:10]=2[NH:9]1.FC(F)(F)S(O[C:33]1[N:34]=[C:35]([C:39]2[CH:40]=[N:41][CH:42]=[CH:43][CH:44]=2)[S:36][C:37]=1[CH3:38])(=O)=O.C(=O)([O-])[O-].[K+].[K+].O1CCOCC1, predict the reaction product. The product is: [Cl:1][C:2]1[CH:7]=[CH:6][CH:5]=[CH:4][C:3]=1[CH:8]1[CH2:13][O:12][C:11]2[CH:14]=[C:15]([C:33]3[N:34]=[C:35]([C:39]4[CH:40]=[N:41][CH:42]=[CH:43][CH:44]=4)[S:36][C:37]=3[CH3:38])[CH:16]=[CH:17][C:10]=2[NH:9]1. (2) Given the reactants [Cl:1][C:2]1[C:3]([CH3:15])=[CH:4][C:5]([N+:12]([O-:14])=[O:13])=[C:6]([NH:8]C(=O)C)[CH:7]=1.C[O-].[Na+], predict the reaction product. The product is: [Cl:1][C:2]1[C:3]([CH3:15])=[CH:4][C:5]([N+:12]([O-:14])=[O:13])=[C:6]([NH2:8])[CH:7]=1. (3) Given the reactants Cl.Cl.[NH2:3][C@@H:4]([CH:31]1[CH2:36][CH2:35][O:34][CH2:33][CH2:32]1)[C:5]([N:7]1[C@H:12]([C:13]([NH:15][C@H:16]2[C:25]3[C:20](=[CH:21][CH:22]=[CH:23][CH:24]=3)[O:19][CH2:18][CH2:17]2)=[O:14])[CH2:11][N:10]2[CH2:26][C:27]([F:30])([F:29])[CH2:28][C@@H:9]2[CH2:8]1)=[O:6].[C:37]([O:41][C:42]([N:44]([CH3:50])[C@H:45]([C:47](O)=[O:48])[CH3:46])=[O:43])([CH3:40])([CH3:39])[CH3:38].F[P-](F)(F)(F)(F)F.N1(OC(N(C)C)=[N+](C)C)C2N=CC=CC=2N=N1.C(N(CC)C(C)C)(C)C, predict the reaction product. The product is: [C:37]([O:41][C:42](=[O:43])[N:44]([C@@H:45]([CH3:46])[C:47]([NH:3][C@@H:4]([CH:31]1[CH2:32][CH2:33][O:34][CH2:35][CH2:36]1)[C:5]([N:7]1[C@H:12]([C:13](=[O:14])[NH:15][C@H:16]2[C:25]3[C:20](=[CH:21][CH:22]=[CH:23][CH:24]=3)[O:19][CH2:18][CH2:17]2)[CH2:11][N:10]2[CH2:26][C:27]([F:30])([F:29])[CH2:28][C@@H:9]2[CH2:8]1)=[O:6])=[O:48])[CH3:50])([CH3:40])([CH3:38])[CH3:39]. (4) Given the reactants [CH3:1][C:2]([OH:21])([CH2:4][CH2:5][NH:6][C:7]1[N:8]=[N:9][C:10]([C:13]#[C:14][C:15]2[CH:20]=[CH:19][CH:18]=[CH:17][CH:16]=2)=[CH:11][CH:12]=1)[CH3:3].Cl[C:23](Cl)([O:25]C(=O)OC(Cl)(Cl)Cl)Cl, predict the reaction product. The product is: [CH3:3][C:2]1([CH3:1])[O:21][C:23](=[O:25])[N:6]([C:7]2[N:8]=[N:9][C:10]([C:13]#[C:14][C:15]3[CH:16]=[CH:17][CH:18]=[CH:19][CH:20]=3)=[CH:11][CH:12]=2)[CH2:5][CH2:4]1. (5) The product is: [N:1]([CH2:6][CH:7]([C:9]1[C:18]2[C:13](=[CH:14][CH:15]=[C:16]([O:19][CH3:20])[CH:17]=2)[CH:12]=[CH:11][CH:10]=1)[F:8])=[N+:2]=[N-:3]. Given the reactants [N-:1]=[N+:2]=[N-:3].[Na+].Br[CH2:6][CH:7]([C:9]1[C:18]2[C:13](=[CH:14][CH:15]=[C:16]([O:19][CH3:20])[CH:17]=2)[CH:12]=[CH:11][CH:10]=1)[F:8].O, predict the reaction product. (6) The product is: [OH:17][CH:16]([C:15]1[N:11]([CH3:10])[N:12]=[CH:13][C:14]=1[N+:18]([O-:20])=[O:19])[CH2:2][C:3]([O:5][C:6]([CH3:9])([CH3:8])[CH3:7])=[O:4]. Given the reactants Br[CH2:2][C:3]([O:5][C:6]([CH3:9])([CH3:8])[CH3:7])=[O:4].[CH3:10][N:11]1[C:15]([CH:16]=[O:17])=[C:14]([N+:18]([O-:20])=[O:19])[CH:13]=[N:12]1, predict the reaction product. (7) Given the reactants [ClH:1].[F:2][C:3]([F:22])([F:21])[CH:4]([C:17]([F:20])([F:19])[F:18])[C@H:5]([NH:8][C@@H](C1C=CC=CC=1)C)[CH2:6][OH:7], predict the reaction product. The product is: [ClH:1].[NH2:8][C@@H:5]([CH:4]([C:3]([F:2])([F:21])[F:22])[C:17]([F:18])([F:19])[F:20])[CH2:6][OH:7]. (8) Given the reactants [F:1][C:2]1[CH:7]=[CH:6][C:5]([C:8]2[O:9][CH:10]=[C:11]([CH2:13][O:14][C@@H:15]3[CH2:20][CH2:19][CH2:18][C@H:17]([O:21][CH2:22][C:23]4[CH:32]=[CH:31][CH:30]=[C:29]([CH3:33])[C:24]=4[C:25]([O:27]C)=[O:26])[CH2:16]3)[N:12]=2)=[CH:4][CH:3]=1.[OH-].[K+].Cl, predict the reaction product. The product is: [F:1][C:2]1[CH:3]=[CH:4][C:5]([C:8]2[O:9][CH:10]=[C:11]([CH2:13][O:14][C@@H:15]3[CH2:20][CH2:19][CH2:18][C@H:17]([O:21][CH2:22][C:23]4[CH:32]=[CH:31][CH:30]=[C:29]([CH3:33])[C:24]=4[C:25]([OH:27])=[O:26])[CH2:16]3)[N:12]=2)=[CH:6][CH:7]=1. (9) Given the reactants C([O:3][C:4]([C:6]1([C:9]2[CH:14]=[CH:13][C:12]([C:15]3[CH:20]=[CH:19][C:18]([C:21]4[S:22][C:23]([Cl:39])=[CH:24][C:25]=4[NH:26][C:27]([O:29][C@@H:30]([C:32]4[CH:37]=[CH:36][C:35]([F:38])=[CH:34][CH:33]=4)[CH3:31])=[O:28])=[CH:17][CH:16]=3)=[CH:11][CH:10]=2)[CH2:8][CH2:7]1)=[O:5])C.[OH-].[Na+].Cl, predict the reaction product. The product is: [Cl:39][C:23]1[S:22][C:21]([C:18]2[CH:19]=[CH:20][C:15]([C:12]3[CH:11]=[CH:10][C:9]([C:6]4([C:4]([OH:5])=[O:3])[CH2:8][CH2:7]4)=[CH:14][CH:13]=3)=[CH:16][CH:17]=2)=[C:25]([NH:26][C:27]([O:29][C@@H:30]([C:32]2[CH:33]=[CH:34][C:35]([F:38])=[CH:36][CH:37]=2)[CH3:31])=[O:28])[CH:24]=1.